From a dataset of Catalyst prediction with 721,799 reactions and 888 catalyst types from USPTO. Predict which catalyst facilitates the given reaction. (1) Product: [C:7]([NH:11][C:12]1[N:3]2[NH:4][CH:5]=[N:6][C:2]2=[N:1][C:16]=1[C:15]1[CH:18]=[CH:19][CH:20]=[CH:21][C:14]=1[F:13])([CH3:10])([CH3:9])[CH3:8]. Reactant: [NH2:1][C:2]1[N:6]=[CH:5][NH:4][N:3]=1.[C:7]([N+:11]#[C-:12])([CH3:10])([CH3:9])[CH3:8].[F:13][C:14]1[CH:21]=[CH:20][CH:19]=[CH:18][C:15]=1[CH:16]=O. The catalyst class is: 519. (2) Reactant: [CH:1]([C:4]1[C:12]2[S:11][C:10]([NH2:13])=[N:9][C:8]=2[C:7]([CH3:14])=[CH:6][C:5]=1[S:15]C#N)([CH3:3])[CH3:2].SC[C@H]([C@@H](CS)O)O.P([O-])([O-])([O-])=O. Product: [NH2:13][C:10]1[S:11][C:12]2[C:4]([CH:1]([CH3:2])[CH3:3])=[C:5]([SH:15])[CH:6]=[C:7]([CH3:14])[C:8]=2[N:9]=1. The catalyst class is: 14. (3) Reactant: [C:1]([O:7][C:8]([CH3:11])([CH3:10])[CH3:9])(=[O:6])[CH2:2][C:3]([CH3:5])=O.[F:12][C:13]1[CH:20]=[CH:19][CH:18]=[CH:17][C:14]=1[CH:15]=O.[NH4+:21].[OH-:22]. Product: [F:12][C:13]1[CH:20]=[CH:19][CH:18]=[CH:17][C:14]=1[CH:15]1[C:2]([C:1]([O:7][C:8]([CH3:11])([CH3:10])[CH3:9])=[O:6])=[C:3]([CH3:5])[NH:21][C:3]([CH3:5])=[C:2]1[C:1]([O:7][C:8]([CH3:11])([CH3:10])[CH3:9])=[O:22]. The catalyst class is: 14. (4) Reactant: C(OC(=O)[NH:7][CH2:8][CH:9]1[CH2:13][CH2:12][CH2:11][N:10]1[C:14]1[CH:15]=[C:16]2[C:25](=[CH:26][CH:27]=1)[O:24][CH2:23][C:22]1[N:17]2[CH:18]([CH3:37])[C:19](=[O:36])[N:20](COCC[Si](C)(C)C)[N:21]=1)(C)(C)C.[C:39]([OH:45])([C:41]([F:44])([F:43])[F:42])=[O:40]. Product: [F:42][C:41]([F:44])([F:43])[C:39]([OH:45])=[O:40].[NH2:7][CH2:8][CH:9]1[CH2:13][CH2:12][CH2:11][N:10]1[C:14]1[CH:15]=[C:16]2[C:25](=[CH:26][CH:27]=1)[O:24][CH2:23][C:22]1[N:17]2[CH:18]([CH3:37])[C:19](=[O:36])[NH:20][N:21]=1. The catalyst class is: 2. (5) Product: [I:10][C:9]1[N:4]2[C:5]([S:6][C:2]([C:15]3[CH:16]=[N:11][C:12]([CH3:26])=[CH:13][CH:14]=3)=[N:3]2)=[N:7][CH:8]=1. The catalyst class is: 184. Reactant: Br[C:2]1[S:6][C:5]2=[N:7][CH:8]=[C:9]([I:10])[N:4]2[N:3]=1.[N:11]1[CH:16]=[C:15](B2OC(C)(C)C(C)(C)O2)[CH:14]=[CH:13][C:12]=1[CH3:26].C([O-])([O-])=O.[Na+].[Na+]. (6) Reactant: [OH:1][C:2]([C:23]1[S:24][CH:25]=[CH:26][CH:27]=1)([C:18]1[S:19][CH:20]=[CH:21][CH:22]=1)[C:3]([O:5][C@H:6]1[CH2:11][CH2:10][C@H:9]([N:12]([CH3:17])[CH2:13][CH2:14][NH:15][CH3:16])[CH2:8][CH2:7]1)=[O:4].[OH:28][CH2:29][C:30]1[CH:42]=[CH:41][C:33]([O:34][CH2:35][C:36](OCC)=[O:37])=[CH:32][CH:31]=1.[O-]S([O-])(=O)=O.[Mg+2]. Product: [OH:1][C:2]([C:18]1[S:19][CH:20]=[CH:21][CH:22]=1)([C:23]1[S:24][CH:25]=[CH:26][CH:27]=1)[C:3]([O:5][C@H:6]1[CH2:7][CH2:8][C@H:9]([N:12]([CH2:13][CH2:14][N:15]([C:36](=[O:37])[CH2:35][O:34][C:33]2[CH:41]=[CH:42][C:30]([CH2:29][OH:28])=[CH:31][CH:32]=2)[CH3:16])[CH3:17])[CH2:10][CH2:11]1)=[O:4]. The catalyst class is: 14. (7) Reactant: [CH3:1][N:2]1[C:10]2[C@@:9]3([CH3:14])[C:11]([CH3:13])([CH3:12])[C@H:6]([CH2:7][CH2:8]3)[C:5]=2[C:4](=[O:15])[NH:3]1.[F:16][C:17]1[CH:24]=[CH:23][C:20]([CH2:21]Br)=[C:19]([C:25]([F:28])([F:27])[F:26])[CH:18]=1. Product: [F:16][C:17]1[CH:24]=[CH:23][C:20]([CH2:21][N:3]2[C:4](=[O:15])[C:5]3[C@@H:6]4[C:11]([CH3:12])([CH3:13])[C@@:9]([CH3:14])([CH2:8][CH2:7]4)[C:10]=3[N:2]2[CH3:1])=[C:19]([C:25]([F:26])([F:27])[F:28])[CH:18]=1. The catalyst class is: 9. (8) Reactant: [Cl:1][C:2]1[CH:10]=[CH:9][C:8]([C:11]2[CH:12]=[CH:13][C:14]3[O:18][C:17]([C:19]4[CH:24]=[CH:23][C:22]([F:25])=[CH:21][CH:20]=4)=[C:16]([C:26](=[O:29])[NH:27][CH3:28])[C:15]=3[CH:30]=2)=[CH:7][C:3]=1[C:4](O)=[O:5].[N:31]1[CH:36]=[CH:35][CH:34]=[CH:33][C:32]=1[C:37]1([NH2:40])[CH2:39][CH2:38]1.CN(C=O)C.CN(C(ON1N=NC2C=CC=NC1=2)=[N+](C)C)C.F[P-](F)(F)(F)(F)F. Product: [Cl:1][C:2]1[CH:10]=[CH:9][C:8]([C:11]2[CH:12]=[CH:13][C:14]3[O:18][C:17]([C:19]4[CH:20]=[CH:21][C:22]([F:25])=[CH:23][CH:24]=4)=[C:16]([C:26]([NH:27][CH3:28])=[O:29])[C:15]=3[CH:30]=2)=[CH:7][C:3]=1[C:4](=[O:5])[NH:40][C:37]1([C:32]2[CH:33]=[CH:34][CH:35]=[CH:36][N:31]=2)[CH2:39][CH2:38]1. The catalyst class is: 13. (9) Product: [F:69][CH:58]([F:57])[C:59]1[CH:68]=[C:67]2[C:62]([CH2:63][CH2:64][CH2:65][N:66]2[C:2]2[C:6]3[CH2:7][N:8]([C:11]([O:13][C:14]([CH3:17])([CH3:16])[CH3:15])=[O:12])[CH2:9][CH2:10][C:5]=3[N:4]([CH:18]3[CH2:23][CH2:22][O:21][CH2:20][CH2:19]3)[N:3]=2)=[CH:61][CH:60]=1. Reactant: Br[C:2]1[C:6]2[CH2:7][N:8]([C:11]([O:13][C:14]([CH3:17])([CH3:16])[CH3:15])=[O:12])[CH2:9][CH2:10][C:5]=2[N:4]([CH:18]2[CH2:23][CH2:22][O:21][CH2:20][CH2:19]2)[N:3]=1.C1(P(C2CCCCC2)C2C=CC=CC=2C2C(OC(C)C)=CC=CC=2OC(C)C)CCCCC1.[F:57][CH:58]([F:69])[C:59]1[CH:68]=[C:67]2[C:62]([CH2:63][CH2:64][CH2:65][NH:66]2)=[CH:61][CH:60]=1.C(O[Na])(C)(C)C. The catalyst class is: 12. (10) Reactant: [CH2:1]([C:5]1[N:9]([CH2:10][C:11]2[CH:16]=[CH:15][C:14]([C:17]3[C:18]([C:23]#[N:24])=[CH:19][CH:20]=[CH:21][CH:22]=3)=[CH:13][CH:12]=2)[C:8](=[O:25])[NH:7][N:6]=1)[CH2:2][CH2:3][CH3:4].[H-].[Na+].CN(C)C=O.I[CH2:34][C:35]([CH3:38])([CH3:37])[CH3:36]. Product: [CH2:1]([C:5]1[N:9]([CH2:10][C:11]2[CH:16]=[CH:15][C:14]([C:17]3[C:18]([C:23]#[N:24])=[CH:19][CH:20]=[CH:21][CH:22]=3)=[CH:13][CH:12]=2)[C:8](=[O:25])[N:7]([CH2:34][C:35]([CH3:38])([CH3:37])[CH3:36])[N:6]=1)[CH2:2][CH2:3][CH3:4]. The catalyst class is: 13.